Dataset: Forward reaction prediction with 1.9M reactions from USPTO patents (1976-2016). Task: Predict the product of the given reaction. (1) Given the reactants [CH3:1][O:2][CH2:3][CH2:4][O:5][C:6]1[CH:14]=[CH:13][C:9]2[O:10][CH2:11][O:12][C:8]=2[C:7]=1[C:15]1[C:16]2[NH:23][CH:22]=[C:21]([C:24]([OH:26])=O)[C:17]=2[N:18]=[CH:19][N:20]=1.[C:27]([O:31][C:32]([N:34]1[CH2:39][CH2:38][CH:37]([NH2:40])[CH2:36][CH2:35]1)=[O:33])([CH3:30])([CH3:29])[CH3:28], predict the reaction product. The product is: [C:27]([O:31][C:32]([N:34]1[CH2:39][CH2:38][CH:37]([NH:40][C:24]([C:21]2[C:17]3[N:18]=[CH:19][N:20]=[C:15]([C:7]4[C:8]5[O:12][CH2:11][O:10][C:9]=5[CH:13]=[CH:14][C:6]=4[O:5][CH2:4][CH2:3][O:2][CH3:1])[C:16]=3[NH:23][CH:22]=2)=[O:26])[CH2:36][CH2:35]1)=[O:33])([CH3:30])([CH3:28])[CH3:29]. (2) Given the reactants CN(C=O)C.[C:6]([O:10][C:11](=[O:29])[NH:12][C@@H:13]([C:17]1[NH:26][C:25](=[O:27])[C:24]2[C:19](=[CH:20][C:21]([Cl:28])=[CH:22][CH:23]=2)[N:18]=1)[CH:14]([CH3:16])[CH3:15])([CH3:9])([CH3:8])[CH3:7].[CH2:30](Br)[C:31]1[CH:36]=[CH:35][CH:34]=[CH:33][CH:32]=1.C(=O)([O-])[O-].[K+].[K+], predict the reaction product. The product is: [C:6]([O:10][C:11](=[O:29])[NH:12][C@@H:13]([C:17]1[N:26]([CH2:30][C:31]2[CH:36]=[CH:35][CH:34]=[CH:33][CH:32]=2)[C:25](=[O:27])[C:24]2[C:19](=[CH:20][C:21]([Cl:28])=[CH:22][CH:23]=2)[N:18]=1)[CH:14]([CH3:16])[CH3:15])([CH3:8])([CH3:9])[CH3:7]. (3) Given the reactants [Cl:1][C:2]1[CH:9]=[CH:8][C:5]([CH2:6][NH2:7])=[CH:4][CH:3]=1.C(N(CC)CC)C.[C:17]([NH:20][C:21]1[S:22][C:23]([C:27]2[CH:28]=[C:29]([S:34](Cl)(=[O:36])=[O:35])[C:30]([Cl:33])=[N:31][CH:32]=2)=[C:24]([CH3:26])[N:25]=1)(=[O:19])[CH3:18], predict the reaction product. The product is: [Cl:33][C:30]1[N:31]=[CH:32][C:27]([C:23]2[S:22][C:21]([NH:20][C:17](=[O:19])[CH3:18])=[N:25][C:24]=2[CH3:26])=[CH:28][C:29]=1[S:34](=[O:35])(=[O:36])[NH:7][CH2:6][C:5]1[CH:8]=[CH:9][C:2]([Cl:1])=[CH:3][CH:4]=1. (4) Given the reactants [C:1]([C:4]1[C:9]2[S:10][C:11]([C:14]([NH:16][C:17]3[CH:26]=[CH:25][C:24]4[C:23]([C:27]([OH:29])=O)=[CH:22][CH:21]=[CH:20][C:19]=4[N:18]=3)=[O:15])=[C:12]([CH3:13])[C:8]=2[C:7]([CH2:30][O:31][CH3:32])=[CH:6][CH:5]=1)(=[O:3])[CH3:2].CN(C(ON1N=NC2C=CC=CC1=2)=[N+](C)C)C.F[P-](F)(F)(F)(F)F.Cl.[OH:58][CH:59]1[CH2:62][NH:61][CH2:60]1, predict the reaction product. The product is: [C:1]([C:4]1[C:9]2[S:10][C:11]([C:14]([NH:16][C:17]3[CH:26]=[CH:25][C:24]4[C:19](=[CH:20][CH:21]=[CH:22][C:23]=4[C:27]([N:61]4[CH2:62][CH:59]([OH:58])[CH2:60]4)=[O:29])[N:18]=3)=[O:15])=[C:12]([CH3:13])[C:8]=2[C:7]([CH2:30][O:31][CH3:32])=[CH:6][CH:5]=1)(=[O:3])[CH3:2].